From a dataset of Forward reaction prediction with 1.9M reactions from USPTO patents (1976-2016). Predict the product of the given reaction. (1) Given the reactants [OH:1][CH:2]([C:6]1[CH:13]=[CH:12][C:9]([C:10]#[N:11])=[CH:8][CH:7]=1)[CH2:3][CH:4]=[CH2:5].[O:14]1[CH2:19][CH2:18][CH2:17][CH2:16][CH:15]1[O:20][C:21]1[CH:26]=[CH:25][C:24](O)=[CH:23][CH:22]=1.C(P(CCCC)CCCC)CCC.N(C(N1CCCCC1)=O)=NC(N1CCCCC1)=O, predict the reaction product. The product is: [O:14]1[CH2:19][CH2:18][CH2:17][CH2:16][CH:15]1[O:20][C:21]1[CH:26]=[CH:25][C:24]([O:1][CH:2]([C:6]2[CH:7]=[CH:8][C:9]([C:10]#[N:11])=[CH:12][CH:13]=2)[CH2:3][CH:4]=[CH2:5])=[CH:23][CH:22]=1. (2) Given the reactants [CH:1]1([OH:7])[CH2:6][CH2:5][CH2:4][CH2:3][CH2:2]1.[H-].[Na+].F[C:11]1[CH:16]=[CH:15][C:14]([N+:17]([O-])=O)=[CH:13][C:12]=1[C:20]([F:23])([F:22])[F:21], predict the reaction product. The product is: [CH:1]1([O:7][C:11]2[CH:16]=[CH:15][C:14]([NH2:17])=[CH:13][C:12]=2[C:20]([F:21])([F:23])[F:22])[CH2:6][CH2:5][CH2:4][CH2:3][CH2:2]1. (3) Given the reactants [Cl:1][C:2]1[C:7]([NH2:8])=[CH:6][N:5]=[CH:4][N:3]=1.C1COCC1.[C:14]1(=O)[O:19][C:17](=[O:18])[C:16]2=[CH:20][CH:21]=[CH:22][CH:23]=[C:15]12, predict the reaction product. The product is: [Cl:1][C:2]1[C:7]([N:8]2[C:17](=[O:18])[C:16]3[C:15](=[CH:23][CH:22]=[CH:21][CH:20]=3)[C:14]2=[O:19])=[CH:6][N:5]=[CH:4][N:3]=1. (4) Given the reactants FC(F)(F)C(O)=O.[CH2:8]([O:12][C:13]1[NH:14][C:15]([NH2:24])=[C:16]2[C:20]([N:21]=1)=[N:19][C:18]([O:22][CH3:23])=[N:17]2)[CH2:9][CH2:10][CH3:11].Br[CH2:26][CH2:27][CH2:28][CH:29]1[CH2:34][CH2:33][O:32][C:31]([CH3:36])([CH3:35])[CH2:30]1, predict the reaction product. The product is: [CH2:8]([O:12][C:13]1[N:21]=[C:20]2[C:16]([N:17]=[C:18]([O:22][CH3:23])[N:19]2[CH2:26][CH2:27][CH2:28][CH:29]2[CH2:34][CH2:33][O:32][C:31]([CH3:35])([CH3:36])[CH2:30]2)=[C:15]([NH2:24])[N:14]=1)[CH2:9][CH2:10][CH3:11]. (5) Given the reactants [BH4-].[Li+].C([O:5][C:6](=O)[CH:7]([NH2:17])[CH:8]([C:13]([F:16])([F:15])[F:14])[C:9]([F:12])([F:11])[F:10])C.Cl, predict the reaction product. The product is: [F:10][C:9]([F:11])([F:12])[CH:8]([C:13]([F:14])([F:15])[F:16])[CH:7]([NH2:17])[CH2:6][OH:5]. (6) Given the reactants [C:1]([O:5][C:6](=[O:21])[NH:7][C:8]1[CH:9]=[C:10]([Cl:20])[C:11]2[O:15][N:14]=[C:13]([CH:16]3[CH2:18][CH2:17]3)[C:12]=2[CH:19]=1)([CH3:4])([CH3:3])[CH3:2].[Li]C(C)(C)C.CCCCC.[C:32](=[O:34])=[O:33], predict the reaction product. The product is: [C:1]([O:5][C:6]([NH:7][C:8]1[C:9]([C:32]([OH:34])=[O:33])=[C:10]([Cl:20])[C:11]2[O:15][N:14]=[C:13]([CH:16]3[CH2:17][CH2:18]3)[C:12]=2[CH:19]=1)=[O:21])([CH3:4])([CH3:2])[CH3:3]. (7) Given the reactants [CH3:1][C:2]([O:5][C:6]([N:8]1[C@H:13]([CH2:14][CH3:15])[CH2:12][O:11][C@H:10]([C:16]([OH:18])=O)[CH2:9]1)=[O:7])([CH3:4])[CH3:3].[NH2:19][C:20]1[CH:25]=[CH:24][CH:23]=[CH:22][CH:21]=1.C1C=NC2N(O)N=NC=2C=1.C(Cl)CCl, predict the reaction product. The product is: [CH2:14]([C@H:13]1[N:8]([C:6]([O:5][C:2]([CH3:1])([CH3:3])[CH3:4])=[O:7])[CH2:9][C@@H:10]([C:16]([NH:19][C:20]2[CH:25]=[CH:24][CH:23]=[CH:22][CH:21]=2)=[O:18])[O:11][CH2:12]1)[CH3:15].